Dataset: Reaction yield outcomes from USPTO patents with 853,638 reactions. Task: Predict the reaction yield, written as a fraction of the theoretical maximum amount of product (1.0 means a 100% yield; for example, 0.34 means a 34% yield). (1) The reactants are [C:1]([O:5][C:6]([N:8]1[CH2:23][CH2:22][N:11]2[C:12]3[CH:13]=[CH:14][CH:15]=[CH:16][C:17]=3[C:18]([C:19]([OH:21])=O)=[C:10]2[CH2:9]1)=[O:7])([CH3:4])([CH3:3])[CH3:2].[CH3:24][O:25][C:26]1[CH:31]=[CH:30][CH:29]=[CH:28][C:27]=1[CH:32]1[CH2:37][CH2:36][NH:35][CH2:34][CH2:33]1.ON1C2C=CC=CC=2N=N1.Cl.CN(C)CCCN=C=NCC. The catalyst is CN(C)C=O.[Cl-].[NH4+]. The product is [C:1]([O:5][C:6]([N:8]1[CH2:23][CH2:22][N:11]2[C:12]3[CH:13]=[CH:14][CH:15]=[CH:16][C:17]=3[C:18]([C:19]([N:35]3[CH2:36][CH2:37][CH:32]([C:27]4[CH:28]=[CH:29][CH:30]=[CH:31][C:26]=4[O:25][CH3:24])[CH2:33][CH2:34]3)=[O:21])=[C:10]2[CH2:9]1)=[O:7])([CH3:3])([CH3:4])[CH3:2]. The yield is 0.560. (2) The reactants are [CH:1]1([C:4]2[CH:5]=[CH:6][C:7]([C:15]([OH:17])=O)=[N:8][C:9]=2[O:10][CH2:11][CH:12]2[CH2:14][CH2:13]2)[CH2:3][CH2:2]1.Cl.[F:19][C:20]([F:29])([F:28])[CH:21]([CH:23]1[CH2:27][CH2:26][NH:25][CH2:24]1)[OH:22]. No catalyst specified. The product is [CH:1]1([C:4]2[CH:5]=[CH:6][C:7]([C:15]([N:25]3[CH2:26][CH2:27][CH:23]([CH:21]([OH:22])[C:20]([F:28])([F:29])[F:19])[CH2:24]3)=[O:17])=[N:8][C:9]=2[O:10][CH2:11][CH:12]2[CH2:13][CH2:14]2)[CH2:2][CH2:3]1. The yield is 0.490. (3) The reactants are Br[C:2]1[CH:3]=[C:4]2[C:8](=[C:9]([C:11]([NH2:13])=[O:12])[CH:10]=1)[NH:7][CH:6]=[C:5]2[CH:14]1[CH2:19][CH2:18][N:17]([S:20]([CH2:23][CH3:24])(=[O:22])=[O:21])[CH2:16][CH2:15]1.C(=O)([O-])[O-].[Cs+].[Cs+].[C:31]([NH:34][C:35]1[CH:36]=[C:37](B(O)O)[CH:38]=[CH:39][CH:40]=1)(=[O:33])[CH3:32]. The catalyst is C1C=CC([P]([Pd]([P](C2C=CC=CC=2)(C2C=CC=CC=2)C2C=CC=CC=2)([P](C2C=CC=CC=2)(C2C=CC=CC=2)C2C=CC=CC=2)[P](C2C=CC=CC=2)(C2C=CC=CC=2)C2C=CC=CC=2)(C2C=CC=CC=2)C2C=CC=CC=2)=CC=1. The product is [C:31]([NH:34][C:35]1[CH:40]=[C:39]([C:2]2[CH:3]=[C:4]3[C:8](=[C:9]([C:11]([NH2:13])=[O:12])[CH:10]=2)[NH:7][CH:6]=[C:5]3[CH:14]2[CH2:15][CH2:16][N:17]([S:20]([CH2:23][CH3:24])(=[O:22])=[O:21])[CH2:18][CH2:19]2)[CH:38]=[CH:37][CH:36]=1)(=[O:33])[CH3:32]. The yield is 0.380. (4) No catalyst specified. The product is [C:10]1([NH:9][C:7]([C:3]2[N:2]([NH:1][C:27]([C:24]3([NH:23][C:21](=[O:22])[O:20][C:16]([CH3:18])([CH3:17])[CH3:19])[CH2:26][CH2:25]3)=[O:28])[CH:6]=[CH:5][CH:4]=2)=[O:8])[CH:15]=[CH:14][CH:13]=[CH:12][CH:11]=1. The reactants are [NH2:1][N:2]1[CH:6]=[CH:5][CH:4]=[C:3]1[C:7]([NH:9][C:10]1[CH:15]=[CH:14][CH:13]=[CH:12][CH:11]=1)=[O:8].[C:16]([O:20][C:21]([NH:23][C:24]1([C:27](O)=[O:28])[CH2:26][CH2:25]1)=[O:22])([CH3:19])([CH3:18])[CH3:17]. The yield is 0.910. (5) The reactants are [OH:1][C@H:2]1[C:11]2[C:6](=[CH:7][CH:8]=[CH:9][CH:10]=2)[C@@H:5]([N:12]2[C:20](=[O:21])[C:19]3[C:14](=[CH:15][CH:16]=[CH:17][CH:18]=3)[C:13]2=[O:22])[CH2:4][CH2:3]1.[H-].[Na+].Cl[CH2:26][C:27]([N:29]1[CH2:34][CH2:33][O:32][CH2:31][CH2:30]1)=[O:28]. The catalyst is C1COCC1.O. The product is [N:29]1([C:27](=[O:28])[CH2:26][O:1][C@H:2]2[C:11]3[C:6](=[CH:7][CH:8]=[CH:9][CH:10]=3)[C@@H:5]([N:12]3[C:20](=[O:21])[C:19]4[C:14](=[CH:15][CH:16]=[CH:17][CH:18]=4)[C:13]3=[O:22])[CH2:4][CH2:3]2)[CH2:34][CH2:33][O:32][CH2:31][CH2:30]1. The yield is 0.620.